This data is from Full USPTO retrosynthesis dataset with 1.9M reactions from patents (1976-2016). The task is: Predict the reactants needed to synthesize the given product. (1) The reactants are: [C:1]([O:5][C:6](=[O:23])[NH:7][CH:8]([C:15]1[CH:20]=[CH:19][C:18]([Cl:21])=[C:17]([Cl:22])[CH:16]=1)[C:9](=[O:14])N(OC)C)([CH3:4])([CH3:3])[CH3:2].Br[C:25]1[C:26]([CH3:37])=[CH:27][C:28]([O:31][CH:32]2[CH2:36][CH2:35][O:34][CH2:33]2)=[N:29][CH:30]=1. Given the product [C:1]([O:5][C:6](=[O:23])[NH:7][CH:8]([C:15]1[CH:20]=[CH:19][C:18]([Cl:21])=[C:17]([Cl:22])[CH:16]=1)[C:9]([C:25]1[CH:30]=[N:29][C:28]([O:31][CH:32]2[CH2:36][CH2:35][O:34][CH2:33]2)=[CH:27][C:26]=1[CH3:37])=[O:14])([CH3:2])([CH3:3])[CH3:4], predict the reactants needed to synthesize it. (2) The reactants are: CS(O[C@@H:6]([C:24]1[CH:29]=[CH:28][C:27]([N+:30]([O-:32])=[O:31])=[CH:26][CH:25]=1)[CH2:7][CH2:8][C@@H:9](OS(C)(=O)=O)[C:10]1[CH:15]=[CH:14][C:13]([N+:16]([O-:18])=[O:17])=[CH:12][CH:11]=1)(=O)=O.[C:33]([C:37]1[CH:43]=[CH:42][C:40]([NH2:41])=[CH:39][CH:38]=1)([CH3:36])([CH3:35])[CH3:34]. Given the product [C:33]([C:37]1[CH:38]=[CH:39][C:40]([N:41]2[C@H:9]([C:10]3[CH:15]=[CH:14][C:13]([N+:16]([O-:18])=[O:17])=[CH:12][CH:11]=3)[CH2:8][CH2:7][C@H:6]2[C:24]2[CH:29]=[CH:28][C:27]([N+:30]([O-:32])=[O:31])=[CH:26][CH:25]=2)=[CH:42][CH:43]=1)([CH3:36])([CH3:34])[CH3:35], predict the reactants needed to synthesize it. (3) Given the product [F:1][C:2]1[CH:11]=[C:10]([F:12])[CH:9]=[C:8]2[C:3]=1[C:4]([C:30]1[C:29]3[C:33](=[C:25]([CH2:24][S:23][CH3:22])[CH:26]=[CH:27][CH:28]=3)[NH:32][CH:31]=1)([CH3:14])[CH2:5][CH2:6][O:7]2, predict the reactants needed to synthesize it. The reactants are: [F:1][C:2]1[CH:11]=[C:10]([F:12])[CH:9]=[C:8]2[C:3]=1[C:4]([CH3:14])(O)[CH2:5][CH2:6][O:7]2.FC(F)(F)C(O)=O.[CH3:22][S:23][CH2:24][C:25]1[CH:26]=[CH:27][CH:28]=[C:29]2[C:33]=1[NH:32][CH:31]=[CH:30]2. (4) The reactants are: [C:1]([N:8]([CH3:14])[C@H:9]([C:11]([OH:13])=O)[CH3:10])([O:3][C:4]([CH3:7])([CH3:6])[CH3:5])=[O:2].Cl.C(N=C=NCCCN(C)C)C.O.ON1C2C=CC=CC=2N=N1.C(N(CC)C(C)C)(C)C.[C:47]1([NH2:54])[CH:52]=[CH:51][CH:50]=[C:49]([NH2:53])[CH:48]=1.C(=O)([O-])O.[Na+]. Given the product [NH2:53][C:49]1[CH:48]=[C:47]([NH:54][C:11](=[O:13])[C@@H:9]([N:8]([CH3:14])[C:1](=[O:2])[O:3][C:4]([CH3:5])([CH3:6])[CH3:7])[CH3:10])[CH:52]=[CH:51][CH:50]=1, predict the reactants needed to synthesize it. (5) Given the product [C:24]([O:1][C:2]1[CH:16]=[CH:15][C:5]([C:6]([C:8]2[CH:13]=[CH:12][C:11]([O:14][C:32](=[O:33])[C:31]([CH3:30])=[CH2:17])=[CH:10][CH:9]=2)=[O:7])=[CH:4][CH:3]=1)(=[O:28])[C:25]([CH3:27])=[CH2:26], predict the reactants needed to synthesize it. The reactants are: [OH:1][C:2]1[CH:16]=[CH:15][C:5]([C:6]([C:8]2[CH:13]=[CH:12][C:11]([OH:14])=[CH:10][CH:9]=2)=[O:7])=[CH:4][CH:3]=1.[CH2:17](N(CC)CC)C.[C:24](Cl)(=[O:28])[C:25]([CH3:27])=[CH2:26].[CH2:30]1C[O:33][CH2:32][CH2:31]1. (6) Given the product [CH3:1][O:2][C:3]1[CH:4]=[CH:5][C:6](/[CH:11]=[CH:12]/[C:13]([NH:15][C:16]2[CH:17]=[CH:18][CH:19]=[CH:20][C:21]=2[C:22]([OH:24])=[O:23])=[O:14])=[CH:7][C:8]=1[O:9][CH3:10].[S:25]1([C:36]2[C:31](=[CH:32][CH:33]=[CH:34][CH:35]=2)[C:29](=[O:30])[NH:28]1)(=[O:26])=[O:27], predict the reactants needed to synthesize it. The reactants are: [CH3:1][O:2][C:3]1[CH:4]=[CH:5][C:6](/[CH:11]=[CH:12]/[C:13]([NH:15][C:16]2[CH:17]=[CH:18][CH:19]=[CH:20][C:21]=2[C:22]([OH:24])=[O:23])=[O:14])=[CH:7][C:8]=1[O:9][CH3:10].[S:25]1([C:36]2[C:31](=[CH:32][CH:33]=[CH:34][CH:35]=2)[C:29](=[O:30])[NH:28]1)(=[O:27])=[O:26].